From a dataset of Reaction yield outcomes from USPTO patents with 853,638 reactions. Predict the reaction yield, written as a fraction of the theoretical maximum amount of product (1.0 means a 100% yield; for example, 0.34 means a 34% yield). (1) The reactants are Br[C:2]1[CH:3]=[N:4][CH:5]=[C:6]2[C:11]=1[N:10]=[C:9]([C:12]([NH2:14])=[O:13])[CH:8]=[CH:7]2.[NH:15]1[CH2:20][CH2:19][CH2:18][CH2:17][CH2:16]1.C(=O)([O-])[O-].[K+].[K+]. The catalyst is [I-].C([N+](CCCC)(CCCC)CCCC)CCC. The product is [N:15]1([C:2]2[CH:3]=[N:4][CH:5]=[C:6]3[C:11]=2[N:10]=[C:9]([C:12]([NH2:14])=[O:13])[CH:8]=[CH:7]3)[CH2:20][CH2:19][CH2:18][CH2:17][CH2:16]1. The yield is 0.690. (2) The reactants are Cl[C:2]1[CH:3]=[CH:4][C:5]([CH3:13])=[C:6]([CH:12]=1)[C:7]([O:9][CH2:10][CH3:11])=[O:8].C(B(CC)[C:17]1[CH:18]=[N:19][CH:20]=[CH:21][CH:22]=1)C.C(=O)([O-])[O-].[Na+].[Na+].C(O)C. The catalyst is O1CCCC1.O.C([O-])(=O)C.[Pd+2].C([O-])(=O)C.C1(P(C2CCCCC2)C2C=CC=CC=2C2C=CC=CC=2N(C)C)CCCCC1. The product is [N:19]1[CH:20]=[CH:21][CH:22]=[C:17]([C:2]2[CH:3]=[CH:4][C:5]([CH3:13])=[C:6]([CH:12]=2)[C:7]([O:9][CH2:10][CH3:11])=[O:8])[CH:18]=1. The yield is 0.970. (3) The reactants are Cl[C:2]1[C:14]2[C:13]3[C:8](=[CH:9][CH:10]=[CH:11][C:12]=3[Cl:15])[NH:7][C:6]=2[N:5]=[C:4]([NH:16]C(=O)C(C)(C)C)[N:3]=1.[CH3:23][O:24][C:25]1[CH:32]=[CH:31][C:28]([NH:29][CH3:30])=[CH:27][CH:26]=1.C(O)(C)C.Cl. The catalyst is CC(C)=O.CO. The product is [Cl:15][C:12]1[CH:11]=[CH:10][CH:9]=[C:8]2[C:13]=1[C:14]1[C:2]([N:29]([C:28]3[CH:31]=[CH:32][C:25]([O:24][CH3:23])=[CH:26][CH:27]=3)[CH3:30])=[N:3][C:4]([NH2:16])=[N:5][C:6]=1[NH:7]2. The yield is 0.690. (4) The reactants are [C:1]([O:4]C(=O)C)(=[O:3])[CH3:2].[OH:8][C@H:9]1[CH2:26][CH2:25][C@@:24]2([CH3:27])[CH:11]([CH2:12][CH2:13][C@@H:14]3[C@@H:23]2[C:22](=[O:28])[CH2:21][C@@:19]2([CH3:20])[C@H:15]3[CH2:16][CH2:17][C:18]2=[O:29])[CH2:10]1. The catalyst is N1C=CC=CC=1. The product is [C:1]([OH:4])(=[O:3])[CH3:2].[OH:8][C@H:9]1[CH2:26][CH2:25][C@@:24]2([CH3:27])[CH:11]([CH2:12][CH2:13][C@@H:14]3[C@@H:23]2[C:22](=[O:28])[CH2:21][C@@:19]2([CH3:20])[C@H:15]3[CH2:16][CH2:17][C:18]2=[O:29])[CH2:10]1. The yield is 0.664.